Task: Predict the reaction yield, written as a fraction of the theoretical maximum amount of product (1.0 means a 100% yield; for example, 0.34 means a 34% yield).. Dataset: Reaction yield outcomes from USPTO patents with 853,638 reactions (1) The reactants are [S:1]1[C:5]2[CH:6]=[CH:7][CH:8]=[CH:9][C:4]=2[N:3]=[C:2]1[C:10]1[C:18]2[CH2:17][CH2:16][N:15](C(OC(C)(C)C)=O)[CH2:14][C:13]=2[S:12][C:11]=1[NH:26][C:27]([CH:29]1[CH2:31][CH2:30]1)=[O:28].[F:32][C:33]([F:38])([F:37])[C:34]([OH:36])=[O:35]. The catalyst is ClCCl.C(OCC)C. The product is [F:32][C:33]([F:38])([F:37])[C:34]([O-:36])=[O:35].[S:1]1[C:5]2[CH:6]=[CH:7][CH:8]=[CH:9][C:4]=2[N:3]=[C:2]1[C:10]1[C:18]2[CH2:17][CH2:16][NH2+:15][CH2:14][C:13]=2[S:12][C:11]=1[NH:26][C:27]([CH:29]1[CH2:30][CH2:31]1)=[O:28]. The yield is 0.970. (2) The reactants are I[C:2]1[S:3][C:4]([CH3:7])=[CH:5][N:6]=1.[NH:8]1[CH2:13][CH2:12][NH:11][CH2:10][CH2:9]1. No catalyst specified. The product is [CH3:7][C:4]1[S:3][C:2]([N:8]2[CH2:13][CH2:12][NH:11][CH2:10][CH2:9]2)=[N:6][CH:5]=1. The yield is 0.320. (3) The reactants are C(O[C:5](=[O:7])[CH3:6])(=O)C.[NH2:8][C:9]1[CH:10]=[CH:11][C:12]2[N:32]([CH:33]=1)[C:15]1[N:16]([C:25]3[CH:26]=[N:27][C:28]([Cl:31])=[CH:29][CH:30]=3)[C:17](=[O:24])[C:18]3[C:23]([C:14]=1[N:13]=2)=[CH:22][CH:21]=[CH:20][CH:19]=3.C(N(CC)CC)C. The catalyst is ClCCl. The product is [Cl:31][C:28]1[N:27]=[CH:26][C:25]([N:16]2[C:15]3[N:32]4[CH:33]=[C:9]([NH:8][C:5](=[O:7])[CH3:6])[CH:10]=[CH:11][C:12]4=[N:13][C:14]=3[C:23]3[C:18](=[CH:19][CH:20]=[CH:21][CH:22]=3)[C:17]2=[O:24])=[CH:30][CH:29]=1. The yield is 0.470. (4) The reactants are [Cl:1][C:2]1[C:10]([NH:11][S:12]([C:15]2[S:16][CH:17]=[CH:18][CH:19]=2)(=[O:14])=[O:13])=[C:9]2[C:5]([CH:6]=[C:7]([C:20]([NH2:22])=O)[NH:8]2)=[CH:4][CH:3]=1.COC1C=CC(P2(SP(C3C=CC(OC)=CC=3)(=S)S2)=[S:32])=CC=1. The catalyst is O1CCCC1. The product is [Cl:1][C:2]1[C:10]([NH:11][S:12]([C:15]2[S:16][CH:17]=[CH:18][CH:19]=2)(=[O:14])=[O:13])=[C:9]2[C:5]([CH:6]=[C:7]([C:20](=[S:32])[NH2:22])[NH:8]2)=[CH:4][CH:3]=1. The yield is 0.910.